From a dataset of Forward reaction prediction with 1.9M reactions from USPTO patents (1976-2016). Predict the product of the given reaction. (1) Given the reactants [Br:1][C:2]1[CH:9]=[C:8]([F:10])[C:5]([CH2:6]O)=[C:4]([F:11])[CH:3]=1.C1(P(C2C=CC=CC=2)C2C=CC=CC=2)C=CC=CC=1.[Br:31]N1C(=O)CCC1=O, predict the reaction product. The product is: [Br:1][C:2]1[CH:9]=[C:8]([F:10])[C:5]([CH2:6][Br:31])=[C:4]([F:11])[CH:3]=1. (2) The product is: [Br:1][C:2]1[CH:3]=[C:4]2[C:9](=[CH:10][CH:11]=1)[N:8]=[CH:7][CH:6]=[C:5]2[C:21]1[CH:22]=[N:23][NH:24][CH:25]=1. Given the reactants [Br:1][C:2]1[CH:3]=[C:4]2[C:9](=[CH:10][CH:11]=1)[N:8]=[CH:7][CH:6]=[C:5]2I.CC1(C)C(C)(C)OB([C:21]2[CH:22]=[N:23][NH:24][CH:25]=2)O1.C(=O)([O-])[O-].[K+].[K+], predict the reaction product. (3) Given the reactants C(O[C:6]([N:8]1[C:12]2[CH:13]=[CH:14][CH:15]=[C:16]([NH2:17])[C:11]=2[N:10]=[C:9]1[NH:18][CH2:19][CH:20]1[CH2:25][CH2:24][N:23]([CH2:26][C:27]2[C:36]3[C:31](=[CH:32][CH:33]=[CH:34][CH:35]=3)[CH:30]=[CH:29][CH:28]=2)[CH2:22][CH2:21]1)=[O:7])(C)(C)C.C(N=C=NC(C)C)(C)C.O.ON1C2C=CC=CC=2N=N1.[C:57]([NH:60][CH2:61][CH2:62]C(O)=O)(=[O:59])[CH3:58].O1CCOCC1.Cl, predict the reaction product. The product is: [C:57]([NH:60][CH2:61][CH2:62][C:6]([NH:8][C:12]1[C:11]2[N:10]=[C:9]([NH:18][CH2:19][CH:20]3[CH2:21][CH2:22][N:23]([CH2:26][C:27]4[C:28]5[C:33](=[CH:32][CH:31]=[CH:30][CH:29]=5)[CH:34]=[CH:35][CH:36]=4)[CH2:24][CH2:25]3)[NH:17][C:16]=2[CH:15]=[CH:14][CH:13]=1)=[O:7])(=[O:59])[CH3:58]. (4) Given the reactants [CH2:1]([N:3]1[CH2:22][CH2:21][C:5]2([CH2:9][N:8]([C:10]3[CH:15]=[C:14]([N+:16]([O-])=O)[C:13]([NH2:19])=[C:12]([CH3:20])[CH:11]=3)[CH2:7][CH2:6]2)[CH2:4]1)[CH3:2].C(O)(=O)C.[Cl:27][C:28]1[C:33]([CH:34]=O)=[C:32]([I:36])[CH:31]=[CH:30][N:29]=1, predict the reaction product. The product is: [Cl:27][C:28]1[C:33]([C:34]2[NH:16][C:14]3[CH:15]=[C:10]([N:8]4[CH2:7][CH2:6][C:5]5([CH2:21][CH2:22][N:3]([CH2:1][CH3:2])[CH2:4]5)[CH2:9]4)[CH:11]=[C:12]([CH3:20])[C:13]=3[N:19]=2)=[C:32]([I:36])[CH:31]=[CH:30][N:29]=1. (5) Given the reactants [O:1]1[C:6]2[CH:7]=[CH:8][C:9]([NH:11][C:12]3[C:17]([F:18])=[CH:16][N:15]=[C:14]([NH:19][C:20]4[CH:25]=[CH:24][CH:23]=[C:22]([OH:26])[CH:21]=4)[N:13]=3)=[CH:10][C:5]=2[NH:4][C:3](=O)[CH2:2]1.P12(SP3(SP(SP(S3)(S1)=S)(=S)S2)=S)=[S:29].Cl, predict the reaction product. The product is: [O:1]1[C:6]2[CH:7]=[CH:8][C:9]([NH:11][C:12]3[C:17]([F:18])=[CH:16][N:15]=[C:14]([NH:19][C:20]4[CH:25]=[CH:24][CH:23]=[C:22]([OH:26])[CH:21]=4)[N:13]=3)=[CH:10][C:5]=2[NH:4][C:3](=[S:29])[CH2:2]1. (6) Given the reactants [CH3:1][CH:2]1[CH2:6][CH:5]([CH2:7][N:8]2[C:16]3[C:11](=[CH:12][C:13]([C:17]4[CH:18]=[N:19][N:20](C5CCCCO5)[CH:21]=4)=[CH:14][CH:15]=3)[CH:10]=[C:9]2[CH3:28])[CH2:4][N:3]1[C:29](=[O:38])[CH2:30][CH2:31][C:32]1[CH:37]=[CH:36][CH:35]=[CH:34][CH:33]=1.C1(C)C=CC(S(O)(=O)=O)=CC=1.C(=O)(O)[O-].[Na+], predict the reaction product. The product is: [CH3:1][CH:2]1[CH2:6][CH:5]([CH2:7][N:8]2[C:16]3[C:11](=[CH:12][C:13]([C:17]4[CH:21]=[N:20][NH:19][CH:18]=4)=[CH:14][CH:15]=3)[CH:10]=[C:9]2[CH3:28])[CH2:4][N:3]1[C:29](=[O:38])[CH2:30][CH2:31][C:32]1[CH:33]=[CH:34][CH:35]=[CH:36][CH:37]=1.